From a dataset of Forward reaction prediction with 1.9M reactions from USPTO patents (1976-2016). Predict the product of the given reaction. (1) Given the reactants [Br:1][C:2]1[C:3]([F:11])=[C:4]([C:7]([Br:10])=[CH:8][CH:9]=1)[CH:5]=O.[CH3:12][O:13][C:14]1[CH:19]=[CH:18][C:17]([CH2:20][NH2:21])=[CH:16][CH:15]=1, predict the reaction product. The product is: [Br:1][C:2]1[C:3]([F:11])=[C:4]([CH2:5][NH:21][CH2:20][C:17]2[CH:18]=[CH:19][C:14]([O:13][CH3:12])=[CH:15][CH:16]=2)[C:7]([Br:10])=[CH:8][CH:9]=1. (2) Given the reactants C[O:2][C:3](=[O:17])[CH2:4][C:5]1[N:6]=[C:7]([C:11]2[S:12][C:13]([CH3:16])=[CH:14][CH:15]=2)[O:8][C:9]=1[CH3:10].[OH-].[Na+], predict the reaction product. The product is: [CH3:10][C:9]1[O:8][C:7]([C:11]2[S:12][C:13]([CH3:16])=[CH:14][CH:15]=2)=[N:6][C:5]=1[CH2:4][C:3]([OH:17])=[O:2]. (3) Given the reactants [CH2:1]([O:8][CH2:9][CH:10]([NH:14][C:15](=[O:32])[CH:16]([NH:21]C(OCC1C=CC=CC=1)=O)[CH2:17][CH:18]([CH3:20])[CH3:19])[C:11]([OH:13])=O)[C:2]1[CH:7]=[CH:6][CH:5]=[CH:4][CH:3]=1.C[N:34]1CCOCC1.[CH2:40]([O:44][C:45](Cl)=[O:46])[CH:41]([CH3:43])[CH3:42].N.O1C[CH2:52][CH2:51][CH2:50]1, predict the reaction product. The product is: [CH2:40]([O:44][C:45](=[O:46])[NH:21][CH:16]([C:15](=[O:32])[NH:14][CH:10]([C:11](=[O:13])[NH2:34])[CH2:9][O:8][CH2:1][C:2]1[CH:3]=[CH:4][CH:5]=[CH:6][CH:7]=1)[CH2:17][CH:18]([CH3:19])[CH3:20])[C:41]1[CH:43]=[CH:52][CH:51]=[CH:50][CH:42]=1. (4) Given the reactants Br[C:2]1[C:3]([O:15][CH3:16])=[CH:4][C:5]([O:13][CH3:14])=[C:6]([CH:8]2[O:12][CH2:11][CH2:10][O:9]2)[CH:7]=1.CCN(CC)CC.C1(P(C2CCCCC2)C2C=CC=CC=2C2C=CC=CC=2)CCCCC1.[CH3:49][C:50]1([CH3:57])[C:54]([CH3:56])([CH3:55])[O:53][BH:52][O:51]1.[NH4+].[Cl-], predict the reaction product. The product is: [O:9]1[CH2:10][CH2:11][O:12][CH:8]1[C:6]1[C:5]([O:13][CH3:14])=[CH:4][C:3]([O:15][CH3:16])=[C:2]([B:52]2[O:53][C:54]([CH3:56])([CH3:55])[C:50]([CH3:57])([CH3:49])[O:51]2)[CH:7]=1. (5) Given the reactants [F:1][C:2]1[CH:7]=[CH:6][C:5]([NH:8][C:9]2[C:10]3[C:17]([CH3:18])=[C:16]([C:19](O)=[O:20])[S:15][C:11]=3[N:12]=[CH:13][N:14]=2)=[C:4]([O:22][C@H:23]2[CH2:27][CH2:26][O:25][CH2:24]2)[CH:3]=1.[C:28]([O:32][C:33]([N:35]1[CH2:41][CH2:40][CH2:39][CH:38]([NH2:42])[CH2:37][CH2:36]1)=[O:34])([CH3:31])([CH3:30])[CH3:29], predict the reaction product. The product is: [C:28]([O:32][C:33]([N:35]1[CH2:41][CH2:40][CH2:39][CH:38]([NH:42][C:19]([C:16]2[S:15][C:11]3[N:12]=[CH:13][N:14]=[C:9]([NH:8][C:5]4[CH:6]=[CH:7][C:2]([F:1])=[CH:3][C:4]=4[O:22][C@H:23]4[CH2:27][CH2:26][O:25][CH2:24]4)[C:10]=3[C:17]=2[CH3:18])=[O:20])[CH2:37][CH2:36]1)=[O:34])([CH3:31])([CH3:29])[CH3:30]. (6) The product is: [CH2:1]([N:8]1[C:12](=[O:13])[CH:11]=[C:10]([C:17]2[CH:22]=[CH:21][C:20]([CH3:23])=[CH:19][CH:18]=2)[C:9]1=[O:15])[C:2]1[CH:7]=[CH:6][CH:5]=[CH:4][CH:3]=1. Given the reactants [CH2:1]([N:8]1[C:12](=[O:13])[CH:11]=[C:10](Br)[C:9]1=[O:15])[C:2]1[CH:7]=[CH:6][CH:5]=[CH:4][CH:3]=1.B(O)(O)[C:17]1[CH:18]=[CH:19][C:20]([CH3:23])=[CH:21][CH:22]=1.[F-].[Cs+], predict the reaction product. (7) Given the reactants Cl[C:2]1[CH:7]=[CH:6]C=[CH:4][C:3]=1[C:8]1NN=C(S[C:8]([C:27]2[CH:32]=CC=CC=2)([C:27]2C=CC=C[CH:32]=2)[C:3]2[CH:4]=C[CH:6]=[CH:7][CH:2]=2)N=1.C1(P(C2C=CC=CC=2)C2C=CC=CC=2)C=CC=CC=1.ClC1C=C(C=CC=1)[CH2:56][CH2:57][OH:58].CCOC(/N=N/C(OCC)=O)=O.FC(F)(F)C(O)=O, predict the reaction product. The product is: [CH3:56][CH2:57][O:58][CH2:32][CH3:27].[CH3:6][CH2:7][CH2:2][CH:3]([CH3:8])[CH3:4]. (8) Given the reactants [O:1]=[C:2]1[C:11]2[CH:10]=[CH:9][CH:8]=[CH:7][C:6]=2[C:5]2[CH2:12][O:13][CH:14]([CH:16]3[CH2:21][CH2:20][NH2+:19][CH2:18][CH2:17]3)[CH2:15][C:4]=2[NH:3]1.CCN(C(C)C)C(C)C.[O:31]1[CH2:34][CH:33]([C:35](O)=[O:36])[CH2:32]1.Cl.CN(C)CCCN=C=NCC, predict the reaction product. The product is: [O:31]1[CH2:34][CH:33]([C:35]([N:19]2[CH2:20][CH2:21][CH:16]([CH:14]3[O:13][CH2:12][C:5]4[C:6]5[C:11](=[CH:10][CH:9]=[CH:8][CH:7]=5)[C:2](=[O:1])[NH:3][C:4]=4[CH2:15]3)[CH2:17][CH2:18]2)=[O:36])[CH2:32]1. (9) The product is: [F:1][C:2]([F:7])([F:6])[C:3]([OH:5])=[O:4].[C:8]1([C:14]2[CH:19]=[C:18]([CH:20]3[CH2:21][CH2:22][N:23]([C:43](=[O:44])[CH2:42][C:40]4[N:39]=[CH:38][NH:37][CH:41]=4)[CH2:24][CH2:25]3)[CH:17]=[CH:16][C:15]=2[NH:26][C:27]([C:29]2[NH:30][CH:31]=[C:32]([C:34]#[N:35])[N:33]=2)=[O:28])[CH2:13][CH2:12][CH2:11][CH2:10][CH:9]=1. Given the reactants [F:1][C:2]([F:7])([F:6])[C:3]([OH:5])=[O:4].[C:8]1([C:14]2[CH:19]=[C:18]([CH:20]3[CH2:25][CH2:24][NH:23][CH2:22][CH2:21]3)[CH:17]=[CH:16][C:15]=2[NH:26][C:27]([C:29]2[NH:30][CH:31]=[C:32]([C:34]#[N:35])[N:33]=2)=[O:28])[CH2:13][CH2:12][CH2:11][CH2:10][CH:9]=1.C[N:37]1[CH:41]=[C:40]([CH2:42][C:43](O)=[O:44])[N:39]=[CH:38]1, predict the reaction product. (10) Given the reactants [CH:1]1([CH2:7][NH:8][C:9]2[CH:14]=[CH:13][C:12]([NH:15][S:16]([C:19]3[S:20][CH:21]=[CH:22][CH:23]=3)(=[O:18])=[O:17])=[CH:11][C:10]=2[N+:24]([O-])=O)[CH2:6][CH2:5][CH2:4][CH2:3][CH2:2]1.O.O.[Sn](Cl)Cl, predict the reaction product. The product is: [NH2:24][C:10]1[CH:11]=[C:12]([NH:15][S:16]([C:19]2[S:20][CH:21]=[CH:22][CH:23]=2)(=[O:18])=[O:17])[CH:13]=[CH:14][C:9]=1[NH:8][CH2:7][CH:1]1[CH2:6][CH2:5][CH2:4][CH2:3][CH2:2]1.